Dataset: Reaction yield outcomes from USPTO patents with 853,638 reactions. Task: Predict the reaction yield, written as a fraction of the theoretical maximum amount of product (1.0 means a 100% yield; for example, 0.34 means a 34% yield). (1) The reactants are [Br:1][C:2]1[C:3]([CH2:23][O:24][Si](C(C)(C)C)(C)C)=[C:4]([NH:8][CH2:9][C:10]2[CH:14]=[C:13]([C:15]([CH3:18])([CH3:17])[CH3:16])[S:12][C:11]=2[C:19]([O:21]C)=[O:20])[CH:5]=[CH:6][CH:7]=1.[OH-].[Li+].C1COCC1.C(O)C. The catalyst is O. The product is [Br:1][C:2]1[C:3]([CH2:23][OH:24])=[C:4]([NH:8][CH2:9][C:10]2[CH:14]=[C:13]([C:15]([CH3:16])([CH3:17])[CH3:18])[S:12][C:11]=2[C:19]([OH:21])=[O:20])[CH:5]=[CH:6][CH:7]=1. The yield is 0.650. (2) The reactants are [CH3:1][C:2]1[CH:17]=[CH:16][C:5]([O:6][C:7]2[CH:8]=[C:9]([N+:13]([O-])=O)[CH:10]=[CH:11][CH:12]=2)=[CH:4][CH:3]=1. The catalyst is C(O)C.[Pd]. The product is [CH3:1][C:2]1[CH:17]=[CH:16][C:5]([O:6][C:7]2[CH:8]=[C:9]([CH:10]=[CH:11][CH:12]=2)[NH2:13])=[CH:4][CH:3]=1. The yield is 0.960. (3) The reactants are [Cl:1][C:2]1[CH:23]=[CH:22][CH:21]=[C:20]([Cl:24])[C:3]=1[C:4]([NH:6][C@H:7]([C:16]([O:18][CH3:19])=[O:17])[CH2:8][C:9]1[CH:14]=[CH:13][C:12]([OH:15])=[CH:11][CH:10]=1)=[O:5].ClC[N+]12CC[N+]([F:35])(CC1)CC2. The catalyst is C(#N)C. The product is [Cl:1][C:2]1[CH:23]=[CH:22][CH:21]=[C:20]([Cl:24])[C:3]=1[C:4]([NH:6][C@H:7]([C:16]([O:18][CH3:19])=[O:17])[CH2:8][C:9]1[CH:10]=[CH:11][C:12]([OH:15])=[C:13]([F:35])[CH:14]=1)=[O:5]. The yield is 0.400. (4) The reactants are [C:1]([C:3]1[CH:4]=[C:5]([CH:10]=[CH:11][C:12]=1[OH:13])[C:6]([O:8][CH3:9])=[O:7])#[N:2].I[CH:15]([CH3:17])[CH3:16].C(=O)([O-])[O-].[K+].[K+]. The product is [C:1]([C:3]1[CH:4]=[C:5]([CH:10]=[CH:11][C:12]=1[O:13][CH:15]([CH3:17])[CH3:16])[C:6]([O:8][CH3:9])=[O:7])#[N:2]. The catalyst is CN(C)C=O. The yield is 11.0. (5) The reactants are [Cl:1][C:2]1[N:7]=[C:6](Cl)[C:5]([Cl:9])=[CH:4][N:3]=1.[CH2:10]([C:17]1[CH:18]=[C:19]([NH2:22])[NH:20][N:21]=1)[C:11]1[CH:16]=[CH:15][CH:14]=[CH:13][CH:12]=1.C(N(CC)CC)C. The catalyst is CCO. The product is [CH2:10]([C:17]1[CH:18]=[C:19]([NH:22][C:6]2[C:5]([Cl:9])=[CH:4][N:3]=[C:2]([Cl:1])[N:7]=2)[NH:20][N:21]=1)[C:11]1[CH:12]=[CH:13][CH:14]=[CH:15][CH:16]=1. The yield is 0.890. (6) The reactants are [F:1][C:2]1[CH:10]=[C:9]2[C:5]([CH:6]=[C:7]([C:11]([CH3:16])([CH3:15])[CH2:12][CH2:13][OH:14])[NH:8]2)=[CH:4][C:3]=1[N+:17]([O-:19])=[O:18].[CH3:20][C:21]([Si:24](Cl)([CH3:26])[CH3:25])([CH3:23])[CH3:22].N1C=CN=C1. The catalyst is C(Cl)Cl. The product is [Si:24]([O:14][CH2:13][CH2:12][C:11]([C:7]1[NH:8][C:9]2[C:5]([CH:6]=1)=[CH:4][C:3]([N+:17]([O-:19])=[O:18])=[C:2]([F:1])[CH:10]=2)([CH3:16])[CH3:15])([C:21]([CH3:23])([CH3:22])[CH3:20])([CH3:26])[CH3:25]. The yield is 0.530. (7) The reactants are F[C:2](F)(F)[C:3]([OH:5])=O.FC(F)(F)C(O)=O.[NH2:15][C:16]1[N:21]=[CH:20][N:19]=[C:18]2[N:22]([CH:26]([C:28]3[C:29](OCC)=[C:30]([CH:37]4[CH2:40][N:39]([C:41]([CH3:46])([CH3:45])[C:42]([OH:44])=O)[CH2:38]4)[C:31]([C:35]#[N:36])=[C:32]([Cl:34])[CH:33]=3)[CH3:27])[N:23]=[C:24]([CH3:25])[C:17]=12.N.C(O)C.C([N:56](CC)CC)C.F[P-](F)(F)(F)(F)F.N1(O[P+](N(C)C)(N(C)C)N(C)C)C2C=CC=CC=2N=N1. The catalyst is CN(C)C=O. The product is [NH2:15][C:16]1[N:21]=[CH:20][N:19]=[C:18]2[N:22]([CH:26]([C:28]3[C:29]([O:5][CH2:3][CH3:2])=[C:30]([CH:37]4[CH2:38][N:39]([C:41]([CH3:45])([CH3:46])[C:42]([NH2:56])=[O:44])[CH2:40]4)[C:31]([C:35]#[N:36])=[C:32]([Cl:34])[CH:33]=3)[CH3:27])[N:23]=[C:24]([CH3:25])[C:17]=12. The yield is 0.730. (8) The reactants are [F:1][CH:2]([F:26])[O:3][C:4]1[CH:5]=[C:6]([CH:14]([C:16]2[C:24]3[C:19](=[N:20][CH:21]=[C:22]([Br:25])[CH:23]=3)[NH:18][CH:17]=2)[OH:15])[CH:7]=[C:8]([O:10][CH:11]([F:13])[F:12])[CH:9]=1.CC(OI1(OC(C)=O)(OC(C)=O)OC(=O)C2C=CC=CC1=2)=O. The catalyst is O1CCCC1. The product is [F:13][CH:11]([F:12])[O:10][C:8]1[CH:7]=[C:6]([C:14]([C:16]2[C:24]3[C:19](=[N:20][CH:21]=[C:22]([Br:25])[CH:23]=3)[NH:18][CH:17]=2)=[O:15])[CH:5]=[C:4]([O:3][CH:2]([F:26])[F:1])[CH:9]=1. The yield is 0.930.